This data is from Reaction yield outcomes from USPTO patents with 853,638 reactions. The task is: Predict the reaction yield, written as a fraction of the theoretical maximum amount of product (1.0 means a 100% yield; for example, 0.34 means a 34% yield). (1) The reactants are N[C:2]1[S:3][C:4]2[CH:10]=[C:9]([C:11]3[CH:12]=[C:13]([N:23]4[CH:28]=[CH:27][C:26](=[O:29])[NH:25][C:24]4=[O:30])[CH:14]=[C:15]([C:19]([CH3:22])([CH3:21])[CH3:20])[C:16]=3[O:17][CH3:18])[CH:8]=[CH:7][C:5]=2[N:6]=1.N(OCCC(C)C)=O. The catalyst is O1CCOCC1. The product is [S:3]1[C:4]2[CH:10]=[C:9]([C:11]3[CH:12]=[C:13]([N:23]4[CH:28]=[CH:27][C:26](=[O:29])[NH:25][C:24]4=[O:30])[CH:14]=[C:15]([C:19]([CH3:22])([CH3:21])[CH3:20])[C:16]=3[O:17][CH3:18])[CH:8]=[CH:7][C:5]=2[N:6]=[CH:2]1. The yield is 0.480. (2) The reactants are [Cl:1][C:2]1[CH:7]=[CH:6][C:5]([C:8]2[C:12]([CH2:13][O:14][C:15]3[CH:23]=[CH:22][C:18]([C:19]([OH:21])=O)=[CH:17][N:16]=3)=[CH:11][O:10][N:9]=2)=[CH:4][CH:3]=1.[NH2:24][CH2:25][C:26]([CH3:30])([CH3:29])[CH2:27][OH:28]. No catalyst specified. The product is [Cl:1][C:2]1[CH:3]=[CH:4][C:5]([C:8]2[C:12]([CH2:13][O:14][C:15]3[CH:23]=[CH:22][C:18]([C:19]([NH:24][CH2:25][C:26]([CH3:30])([CH3:29])[CH2:27][OH:28])=[O:21])=[CH:17][N:16]=3)=[CH:11][O:10][N:9]=2)=[CH:6][CH:7]=1. The yield is 0.600. (3) The product is [CH3:1][O:2][CH2:3][C@@H:4]([OH:6])[CH2:5][NH:14][CH2:13][C:10]1[CH:11]=[CH:12][N:7]=[CH:8][CH:9]=1. The reactants are [CH3:1][O:2][CH2:3][C@@H:4]1[O:6][CH2:5]1.[N:7]1[CH:12]=[CH:11][C:10]([CH2:13][NH2:14])=[CH:9][CH:8]=1. The yield is 0.170. The catalyst is CO. (4) The reactants are CC(C)([O-])C.[K+].[NH:7]1[CH:11]=[CH:10][CH:9]=[C:8]1[C:12]([O:14][CH3:15])=[O:13].Br[CH2:17][C:18]([C:20]1[CH:25]=[CH:24][C:23]([O:26][CH:27]([F:29])[F:28])=[CH:22][CH:21]=1)=[O:19]. The catalyst is CN(C=O)C.CCOC(C)=O.O. The product is [F:28][CH:27]([F:29])[O:26][C:23]1[CH:22]=[CH:21][C:20]([C:18](=[O:19])[CH2:17][N:7]2[CH:11]=[CH:10][CH:9]=[C:8]2[C:12]([O:14][CH3:15])=[O:13])=[CH:25][CH:24]=1. The yield is 0.380. (5) The reactants are [C:1]([C:4]1[CH:5]=[C:6]([CH3:35])[C:7]2[N:11]=[C:10]([CH2:12][CH2:13][CH3:14])[N:9]([CH2:15][C:16]3[CH:33]=[CH:32][C:19]4/[C:20](=[CH:29]/[C:30]#[N:31])/[C:21]5[CH:28]=[CH:27][CH:26]=[CH:25][C:22]=5[CH2:23][CH2:24][C:18]=4[CH:17]=3)[C:8]=2[CH:34]=1)(O)=O.[OH2:36].[NH2:37][NH2:38]. The catalyst is ClCCl. The yield is 0.880. The product is [CH3:35][C:6]1[C:7]2[N:11]=[C:10]([CH2:12][CH2:13][CH3:14])[N:9]([CH2:15][C:16]3[CH:33]=[CH:32][C:19]4/[C:20](=[CH:29]/[C:30]#[N:31])/[C:21]5[CH:28]=[CH:27][CH:26]=[CH:25][C:22]=5[CH2:23][CH2:24][C:18]=4[CH:17]=3)[C:8]=2[CH:34]=[C:4]([C:1]([NH:37][NH2:38])=[O:36])[CH:5]=1. (6) The product is [NH2:10][C:9]1[NH:11][C:15](=[O:14])[C:16]([O:20][C:21]2[CH:26]=[C:25]([CH3:27])[C:24]([O:28][CH3:29])=[CH:23][C:22]=2[CH:30]([CH3:32])[CH3:31])=[CH:17][N:8]=1. The reactants are C[O-].[Na+].C(=O)(O)O.[NH2:8][C:9]([NH2:11])=[NH:10].C([O:14][C:15](=O)[C:16]([O:20][C:21]1[CH:26]=[C:25]([CH3:27])[C:24]([O:28][CH3:29])=[CH:23][C:22]=1[CH:30]([CH3:32])[CH3:31])=[CH:17]OC)C. The yield is 0.220. The catalyst is CS(C)=O. (7) The reactants are ClC1C=CC=C(C(OO)=[O:9])C=1.[Br:12][C:13]1[CH:14]=[C:15]2[N:21]=[CH:20][NH:19][C:16]2=[N:17][CH:18]=1. The catalyst is C(OCC)(=O)C. The product is [Br:12][C:13]1[CH:14]=[C:15]2[N:21]=[CH:20][NH:19][C:16]2=[N+:17]([O-:9])[CH:18]=1. The yield is 0.980.